From a dataset of Catalyst prediction with 721,799 reactions and 888 catalyst types from USPTO. Predict which catalyst facilitates the given reaction. (1) Reactant: [O:1]=[C:2]1[CH:7]=[CH:6][CH:5]=[CH:4][N:3]1[CH:8]([CH3:16])[C:9]([O:11]C(C)(C)C)=[O:10].Cl. Product: [O:1]=[C:2]1[CH:7]=[CH:6][CH:5]=[CH:4][N:3]1[CH:8]([CH3:16])[C:9]([OH:11])=[O:10]. The catalyst class is: 12. (2) Reactant: [C:1]([N:8]([CH3:14])[C@H:9]([C:11]([OH:13])=O)[CH3:10])([O:3][C:4]([CH3:7])([CH3:6])[CH3:5])=[O:2].CCN(C(C)C)C(C)C.CN(C(ON1N=NC2C=CC=NC1=2)=[N+](C)C)C.F[P-](F)(F)(F)(F)F.[NH2:48][CH:49]([C:71]([CH3:74])([CH3:73])[CH3:72])[C:50]([N:52]1[CH2:56][CH2:55][CH:54]([O:57][C:58](=[O:60])[CH3:59])[CH:53]1[CH2:61][C:62]1[C:70]2[C:65](=[N:66][CH:67]=[CH:68][CH:69]=2)[NH:64][CH:63]=1)=[O:51]. Product: [C:4]([O:3][C:1]([N:8]([CH3:14])[CH:9]([CH3:10])[C:11]([NH:48][CH:49]([C:71]([CH3:74])([CH3:73])[CH3:72])[C:50]([N:52]1[CH2:56][CH2:55][CH:54]([O:57][C:58](=[O:60])[CH3:59])[CH:53]1[CH2:61][C:62]1[C:70]2[C:65](=[N:66][CH:67]=[CH:68][CH:69]=2)[NH:64][CH:63]=1)=[O:51])=[O:13])=[O:2])([CH3:5])([CH3:6])[CH3:7]. The catalyst class is: 31.